This data is from Forward reaction prediction with 1.9M reactions from USPTO patents (1976-2016). The task is: Predict the product of the given reaction. Given the reactants [Br:1][C:2]1[CH:3]=[CH:4][C:5]([C:8](=O)[CH2:9][CH2:10][C:11](=O)[CH:12]([C:20]2[CH:25]=[CH:24][C:23]([S:26]([CH3:29])(=[O:28])=[O:27])=[CH:22][CH:21]=2)[CH2:13][CH:14]2[CH2:19][CH2:18][O:17][CH2:16][CH2:15]2)=[N:6][CH:7]=1.C([O-])(=O)C.[NH4+:36], predict the reaction product. The product is: [Br:1][C:2]1[CH:3]=[CH:4][C:5]([C:8]2[NH:36][C:11]([CH:12]([C:20]3[CH:25]=[CH:24][C:23]([S:26]([CH3:29])(=[O:28])=[O:27])=[CH:22][CH:21]=3)[CH2:13][CH:14]3[CH2:19][CH2:18][O:17][CH2:16][CH2:15]3)=[CH:10][CH:9]=2)=[N:6][CH:7]=1.